This data is from Reaction yield outcomes from USPTO patents with 853,638 reactions. The task is: Predict the reaction yield, written as a fraction of the theoretical maximum amount of product (1.0 means a 100% yield; for example, 0.34 means a 34% yield). (1) The reactants are [ClH:1].Br[C:3]1[C:7]2=[N:8][CH:9]=[CH:10][CH:11]=[C:6]2[S:5][C:4]=1[NH2:12]. The catalyst is CO.[Pd]. The product is [ClH:1].[S:5]1[C:6]2[C:7](=[N:8][CH:9]=[CH:10][CH:11]=2)[CH:3]=[C:4]1[NH2:12]. The yield is 0.570. (2) The product is [ClH:31].[CH2:1]1[C:6]2[C:7]3[CH:13]=[CH:12][C:11]([N:14]4[CH:19]=[CH:18][C:17]([C:20]5[CH:25]=[CH:24][C:23]([C:26]([F:29])([F:27])[F:28])=[CH:22][CH:21]=5)=[CH:16][C:15]4=[O:30])=[CH:10][C:8]=3[O:9][C:5]=2[CH2:4][CH2:3][NH:2]1. The yield is 0.990. The reactants are [CH2:1]1[C:6]2[C:7]3[CH:13]=[CH:12][C:11]([N:14]4[CH:19]=[CH:18][C:17]([C:20]5[CH:25]=[CH:24][C:23]([C:26]([F:29])([F:28])[F:27])=[CH:22][CH:21]=5)=[CH:16][C:15]4=[O:30])=[CH:10][C:8]=3[O:9][C:5]=2[CH2:4][CH2:3][NH:2]1.[ClH:31].CCOCC. The catalyst is CO.